This data is from Full USPTO retrosynthesis dataset with 1.9M reactions from patents (1976-2016). The task is: Predict the reactants needed to synthesize the given product. (1) Given the product [CH:11]1[C:10]([NH:18][C:27]([NH:26][C:23]2[CH:22]=[CH:21][C:20]([Br:19])=[CH:25][CH:24]=2)=[O:28])=[CH:9][CH:8]=[C:13]([S:14]([NH2:17])(=[O:15])=[O:16])[CH:12]=1, predict the reactants needed to synthesize it. The reactants are: NC1C=CC([C:8]2[C:13]([S:14]([NH2:17])(=[O:16])=[O:15])=[CH:12][CH:11]=[C:10]([NH2:18])[CH:9]=2)=CC=1.[Br:19][C:20]1[CH:25]=[CH:24][C:23]([N:26]=[C:27]=[O:28])=[CH:22][CH:21]=1. (2) The reactants are: [Na].CO[C:4](=O)[CH2:5][CH2:6][S:7][C:8]1[C:17]([C:18](=[O:26])[NH:19][CH2:20][C:21]2[S:22][CH:23]=[CH:24][CH:25]=2)=[CH:16][C:15]2[C:10](=[CH:11][CH:12]=[C:13]([C:27]([F:30])([F:29])[F:28])[CH:14]=2)[N:9]=1.I[CH2:33][CH2:34]CCC. Given the product [CH2:6]([S:7][C:8]1[C:17]([C:18]([NH:19][CH2:20][C:21]2[S:22][CH:23]=[CH:24][CH:25]=2)=[O:26])=[CH:16][C:15]2[C:10](=[CH:11][CH:12]=[C:13]([C:27]([F:30])([F:29])[F:28])[CH:14]=2)[N:9]=1)[CH2:5][CH2:4][CH2:33][CH3:34], predict the reactants needed to synthesize it.